Dataset: Catalyst prediction with 721,799 reactions and 888 catalyst types from USPTO. Task: Predict which catalyst facilitates the given reaction. (1) Reactant: [NH2:1][C:2]1[N:10]=[CH:9][N:8]=[C:7]2[C:3]=1[N:4]=[C:5]([S:24][C:25]1[C:33]([Br:34])=[CH:32][C:28]3[O:29][CH2:30][O:31][C:27]=3[CH:26]=1)[N:6]2[CH:11]1[CH2:16][CH2:15][N:14](C(OC(C)(C)C)=O)[CH2:13][CH2:12]1.C(O)(C(F)(F)F)=O. Product: [Br:34][C:33]1[C:25]([S:24][C:5]2[N:6]([CH:11]3[CH2:16][CH2:15][NH:14][CH2:13][CH2:12]3)[C:7]3[C:3]([N:4]=2)=[C:2]([NH2:1])[N:10]=[CH:9][N:8]=3)=[CH:26][C:27]2[O:31][CH2:30][O:29][C:28]=2[CH:32]=1. The catalyst class is: 2. (2) Reactant: Br[CH2:2][C:3](=O)/[C:4](=[N:23]/[O:24][CH3:25])/[C:5]([NH:7][CH:8]1[C:21](=[O:22])[N:10]2[C:11]([C:18]([OH:20])=[O:19])=[C:12]([CH2:15][O:16][CH3:17])[CH2:13][S:14][C@H:9]12)=[O:6].C([O-])(=O)C.[Na+].[NH2:32][C:33]([NH2:35])=[S:34]. Product: [CH3:17][O:16][CH2:15][C:12]1[CH2:13][S:14][C@@H:9]2[C@H:8]([NH:7][C:5](/[C:4](/[C:3]3[N:32]=[C:33]([NH2:35])[S:34][CH:2]=3)=[N:23]\[O:24][CH3:25])=[O:6])[C:21](=[O:22])[N:10]2[C:11]=1[C:18]([OH:20])=[O:19]. The catalyst class is: 6. (3) Reactant: [CH3:1][N:2]1[C:6]2=[N:7][CH:8]=[CH:9][CH:10]=[C:5]2[N:4]=[C:3]1[O:11][C:12]1[CH:17]=[CH:16][C:15](B2OC(C)(C)C(C)(C)O2)=[CH:14][CH:13]=1.Br[C:28]1[C:32]2=[N:33][CH:34]=[CH:35][CH:36]=[C:31]2[N:30]([CH:37]([CH3:39])[CH3:38])[N:29]=1.C([O-])([O-])=O.[Na+].[Na+]. Product: [CH3:39][CH:37]([N:30]1[C:31]2[C:32](=[N:33][CH:34]=[CH:35][CH:36]=2)[C:28]([C:15]2[CH:14]=[CH:13][C:12]([O:11][C:3]3[N:2]([CH3:1])[C:6]4=[N:7][CH:8]=[CH:9][CH:10]=[C:5]4[N:4]=3)=[CH:17][CH:16]=2)=[N:29]1)[CH3:38]. The catalyst class is: 108. (4) Reactant: [CH3:1][N:2]1[C:10]2[C:5](=[CH:6][CH:7]=[CH:8][C:9]=2[CH3:11])[CH:4]=[CH:3]1.CN(CCN(C)C)C.C([Li])CCC.CN([CH:28]=[O:29])C.[NH4+].[Cl-]. Product: [CH3:1][N:2]1[C:10]2[C:5](=[CH:6][CH:7]=[CH:8][C:9]=2[CH3:11])[CH:4]=[C:3]1[CH:28]=[O:29]. The catalyst class is: 27. (5) Reactant: [NH2:1][C:2]1[CH:3]=[C:4]([S:8][C:9]2[CH:10]=[CH:11][C:12]3[N:13]([CH:15]=[C:16]([NH:18][C:19]([CH:21]4[CH2:23][CH2:22]4)=[O:20])[N:17]=3)[N:14]=2)[CH:5]=[CH:6][CH:7]=1.[C:24]([C:26]([C:29]1[CH:30]=[C:31]([CH:35]=[CH:36][CH:37]=1)[C:32](O)=[O:33])([CH3:28])[CH3:27])#[N:25].C(Cl)(=O)C(Cl)=O.O1CCCC1. Product: [C:24]([C:26]([C:29]1[CH:30]=[C:31]([CH:35]=[CH:36][CH:37]=1)[C:32]([NH:1][C:2]1[CH:7]=[CH:6][CH:5]=[C:4]([S:8][C:9]2[CH:10]=[CH:11][C:12]3[N:13]([CH:15]=[C:16]([NH:18][C:19]([CH:21]4[CH2:22][CH2:23]4)=[O:20])[N:17]=3)[N:14]=2)[CH:3]=1)=[O:33])([CH3:28])[CH3:27])#[N:25]. The catalyst class is: 402.